From a dataset of TCR-epitope binding with 47,182 pairs between 192 epitopes and 23,139 TCRs. Binary Classification. Given a T-cell receptor sequence (or CDR3 region) and an epitope sequence, predict whether binding occurs between them. (1) The epitope is NLDSKVGGNY. The TCR CDR3 sequence is CASSQDQALYFMNTEAFF. Result: 0 (the TCR does not bind to the epitope). (2) The epitope is ELAGIGILTV. The TCR CDR3 sequence is CASTRTGFTGPYGYTF. Result: 1 (the TCR binds to the epitope). (3) The epitope is ILGLPTQTV. The TCR CDR3 sequence is CASSQEVVGGRETQYF. Result: 1 (the TCR binds to the epitope).